Dataset: Reaction yield outcomes from USPTO patents with 853,638 reactions. Task: Predict the reaction yield, written as a fraction of the theoretical maximum amount of product (1.0 means a 100% yield; for example, 0.34 means a 34% yield). The reactants are [C:1]([C:5]1[CH:33]=[CH:32][C:8]([C:9]([NH:11][CH2:12][C:13]2[CH:18]=[CH:17][C:16]([C:19]3[C:20]4[CH:27]=[C:26]([C:28]([OH:30])=O)[NH:25][C:21]=4[N:22]=[CH:23][N:24]=3)=[CH:15][C:14]=2[F:31])=[O:10])=[CH:7][CH:6]=1)([CH3:4])([CH3:3])[CH3:2].CN(C(ON1N=NC2C=CC=CC1=2)=[N+](C)C)C.F[P-](F)(F)(F)(F)F.CCN(C(C)C)C(C)C.[NH2:67][CH2:68][CH2:69][OH:70]. The catalyst is CN(C=O)C.C(OCC)(=O)C. The product is [OH:70][CH2:69][CH2:68][NH:67][C:28]([C:26]1[NH:25][C:21]2[N:22]=[CH:23][N:24]=[C:19]([C:16]3[CH:17]=[CH:18][C:13]([CH2:12][NH:11][C:9](=[O:10])[C:8]4[CH:32]=[CH:33][C:5]([C:1]([CH3:4])([CH3:3])[CH3:2])=[CH:6][CH:7]=4)=[C:14]([F:31])[CH:15]=3)[C:20]=2[CH:27]=1)=[O:30]. The yield is 0.290.